Dataset: Forward reaction prediction with 1.9M reactions from USPTO patents (1976-2016). Task: Predict the product of the given reaction. (1) Given the reactants Cl.[OH:2][CH:3]([C:17]1[C:26]2[C:21](=[CH:22][CH:23]=[CH:24][CH:25]=2)[CH:20]=[CH:19][CH:18]=1)[CH:4]([NH2:16])[CH2:5][C:6]1[CH:11]=[CH:10][C:9]([C:12]([F:15])([F:14])[F:13])=[CH:8][CH:7]=1.[F:27][C:28]1[CH:36]=[CH:35][C:31]([C:32](Cl)=[O:33])=[CH:30][CH:29]=1.C(=O)([O-])O.[Na+], predict the reaction product. The product is: [F:27][C:28]1[CH:36]=[CH:35][C:31]([C:32]([NH:16][CH:4]([CH2:5][C:6]2[CH:11]=[CH:10][C:9]([C:12]([F:13])([F:14])[F:15])=[CH:8][CH:7]=2)[CH:3]([OH:2])[C:17]2[C:26]3[C:21](=[CH:22][CH:23]=[CH:24][CH:25]=3)[CH:20]=[CH:19][CH:18]=2)=[O:33])=[CH:30][CH:29]=1. (2) Given the reactants [Cl:1][C:2]1[CH:8]=[CH:7][C:5]([NH2:6])=[CH:4][C:3]=1[C:9]([F:12])([F:11])[F:10].[C:13](N1C=CN=C1)(N1C=CN=C1)=[O:14].[NH2:25][C:26]1[CH:42]=[CH:41][C:29]([O:30][C:31]2[CH:36]=[CH:35][N:34]=[C:33]([C:37]([NH:39][CH3:40])=[O:38])[CH:32]=2)=[CH:28][C:27]=1[F:43].[C:44]1([CH3:54])[CH:49]=[CH:48][C:47]([S:50]([OH:53])(=[O:52])=[O:51])=[CH:46][CH:45]=1, predict the reaction product. The product is: [CH3:40][NH:39][C:37]([C:33]1[CH:32]=[C:31]([O:30][C:29]2[CH:41]=[CH:42][C:26]([NH:25][C:13]([NH:6][C:5]3[CH:7]=[CH:8][C:2]([Cl:1])=[C:3]([C:9]([F:10])([F:11])[F:12])[CH:4]=3)=[O:14])=[C:27]([F:43])[CH:28]=2)[CH:36]=[CH:35][N:34]=1)=[O:38].[S:50]([C:47]1[CH:48]=[CH:49][C:44]([CH3:54])=[CH:45][CH:46]=1)([O-:53])(=[O:52])=[O:51]. (3) Given the reactants [NH:1]1[CH2:4][CH:3]([C:5]2[NH:9][N:8]=[C:7]([NH:10][C:11]3[C:12](=[O:19])[N:13]([CH3:18])[CH:14]=[C:15]([Br:17])[CH:16]=3)[CH:6]=2)[CH2:2]1.[CH2:20]=O.[BH4-].[Na+].[OH-].[Na+], predict the reaction product. The product is: [Br:17][C:15]1[CH:16]=[C:11]([NH:10][C:7]2[CH:6]=[C:5]([CH:3]3[CH2:4][N:1]([CH3:20])[CH2:2]3)[NH:9][N:8]=2)[C:12](=[O:19])[N:13]([CH3:18])[CH:14]=1. (4) Given the reactants C1(C2C(O[C@@H]3CCCN([C@H](C4C=C(Cl)C=C(Cl)C=4)C)C3)=CC(F)=C(C=2)C(OC)=O)CC1.[CH:32]1([C:35]2[C:36]([O:46][C@@H:47]3[CH2:52][CH2:51][CH2:50][N:49]([C@H:53]([C:55]4[CH:60]=[CH:59][C:58]([F:61])=[CH:57][CH:56]=4)[CH3:54])[CH2:48]3)=[CH:37][C:38]([F:45])=[C:39]([CH:44]=2)[C:40]([O:42]C)=[O:41])[CH2:34][CH2:33]1, predict the reaction product. The product is: [CH:32]1([C:35]2[C:36]([O:46][C@@H:47]3[CH2:52][CH2:51][CH2:50][N:49]([C@H:53]([C:55]4[CH:60]=[CH:59][C:58]([F:61])=[CH:57][CH:56]=4)[CH3:54])[CH2:48]3)=[CH:37][C:38]([F:45])=[C:39]([CH:44]=2)[C:40]([OH:42])=[O:41])[CH2:34][CH2:33]1. (5) Given the reactants C1C=CC2N(O)N=NC=2C=1.CCN(C(C)C)C(C)C.Cl.[C:21]1([C:27]2[NH:31][N:30]=[C:29]([C:32]([OH:34])=O)[CH:28]=2)[CH:26]=[CH:25][CH:24]=[CH:23][CH:22]=1.CCN=C=NCCCN(C)C.Cl.[NH2:47][CH2:48][C:49]([N:51]1[CH2:56][CH2:55][N:54]([C:57](=[O:68])[C:58]2[CH:63]=[CH:62][CH:61]=[CH:60][C:59]=2[C:64]([F:67])([F:66])[F:65])[CH2:53][CH2:52]1)=[O:50], predict the reaction product. The product is: [O:50]=[C:49]([N:51]1[CH2:52][CH2:53][N:54]([C:57](=[O:68])[C:58]2[CH:63]=[CH:62][CH:61]=[CH:60][C:59]=2[C:64]([F:67])([F:66])[F:65])[CH2:55][CH2:56]1)[CH2:48][NH:47][C:32]([C:29]1[CH:28]=[C:27]([C:21]2[CH:22]=[CH:23][CH:24]=[CH:25][CH:26]=2)[NH:31][N:30]=1)=[O:34]. (6) Given the reactants C(NC1C=CC(C2C=C3C(CN([C@@H](C(C)C)C(O)=O)C3=O)=CC=2)=CC=1)(=O)C1C=CC=CC=1.[CH3:33][CH:34]([CH3:68])[C@H:35]([N:40]1[CH2:48][C:47]2[C:42](=[CH:43][C:44]([C:49]3[CH:54]=[CH:53][C:52]([NH:55][C:56](=[O:66])[C:57]4[C:62]([CH3:63])=[CH:61][C:60]([CH3:64])=[CH:59][C:58]=4[CH3:65])=[CH:51][CH:50]=3)=[CH:45][CH:46]=2)[C:41]1=[O:67])[C:36]([O:38]C)=[O:37], predict the reaction product. The product is: [CH3:33][CH:34]([CH3:68])[C@H:35]([N:40]1[CH2:48][C:47]2[C:42](=[CH:43][C:44]([C:49]3[CH:50]=[CH:51][C:52]([NH:55][C:56](=[O:66])[C:57]4[C:58]([CH3:65])=[CH:59][C:60]([CH3:64])=[CH:61][C:62]=4[CH3:63])=[CH:53][CH:54]=3)=[CH:45][CH:46]=2)[C:41]1=[O:67])[C:36]([OH:38])=[O:37].